This data is from Reaction yield outcomes from USPTO patents with 853,638 reactions. The task is: Predict the reaction yield, written as a fraction of the theoretical maximum amount of product (1.0 means a 100% yield; for example, 0.34 means a 34% yield). (1) The reactants are [Cl:1][C:2]1[N:7]=[C:6]([NH:8][CH2:9][CH2:10][CH2:11][N:12]2[CH2:16][CH2:15][CH2:14][CH2:13]2)[C:5]([NH2:17])=[C:4]([N:18]2[CH2:23][CH2:22][O:21][CH2:20][CH2:19]2)[N:3]=1.[N:24]([O-])=O.[Na+]. No catalyst specified. The product is [Cl:1][C:2]1[N:3]=[C:4]([N:18]2[CH2:19][CH2:20][O:21][CH2:22][CH2:23]2)[C:5]2[N:17]=[N:24][N:8]([CH2:9][CH2:10][CH2:11][N:12]3[CH2:16][CH2:15][CH2:14][CH2:13]3)[C:6]=2[N:7]=1. The yield is 0.420. (2) The catalyst is C(OCC)(=O)C. The yield is 0.864. The product is [ClH:1].[C:8]([C:10]1[N:11]=[C:12]([C:23]2[CH:24]=[CH:25][C:26]([O:29][CH3:30])=[CH:27][CH:28]=2)[N:13]([C:15]2[CH:16]=[CH:17][C:18]([O:21][CH3:22])=[CH:19][CH:20]=2)[CH:14]=1)#[N:9]. The reactants are [ClH:1].C(OCC)(=O)C.[C:8]([C:10]1[N:11]=[C:12]([C:23]2[CH:28]=[CH:27][C:26]([O:29][CH3:30])=[CH:25][CH:24]=2)[N:13]([C:15]2[CH:20]=[CH:19][C:18]([O:21][CH3:22])=[CH:17][CH:16]=2)[CH:14]=1)#[N:9]. (3) The reactants are [CH3:1][C:2]1([CH3:14])[C:6]([CH3:8])([CH3:7])[O:5][B:4]([C:9]2[CH:10]=[N:11][NH:12][CH:13]=2)[O:3]1.[CH3:15][O:16][C:17](=[O:22])[C:18](Br)([CH3:20])[CH3:19].C([O-])([O-])=O.[Cs+].[Cs+]. The catalyst is CN(C=O)C. The product is [CH3:15][O:16][C:17](=[O:22])[C:18]([CH3:20])([N:12]1[CH:13]=[C:9]([B:4]2[O:5][C:6]([CH3:7])([CH3:8])[C:2]([CH3:14])([CH3:1])[O:3]2)[CH:10]=[N:11]1)[CH3:19]. The yield is 0.630. (4) The reactants are [CH3:1][C:2]1[NH:3][C:4]([NH2:7])=[N:5][N:6]=1.[C:8]([C:10]1[CH:15]=[CH:14][CH:13]=[CH:12][C:11]=1[C:16]1[CH:21]=[CH:20][C:19]([CH2:22][CH:23]([C:29](=O)[CH2:30][CH2:31][CH3:32])[C:24](OCC)=[O:25])=[CH:18][CH:17]=1)#[N:9]. The catalyst is ClC1C=CC(Cl)=CC=1Cl. The product is [CH3:1][C:2]1[N:3]=[C:4]2[NH:7][C:24](=[O:25])[C:23]([CH2:22][C:19]3[CH:20]=[CH:21][C:16]([C:11]4[C:10]([C:8]#[N:9])=[CH:15][CH:14]=[CH:13][CH:12]=4)=[CH:17][CH:18]=3)=[C:29]([CH2:30][CH2:31][CH3:32])[N:5]2[N:6]=1. The yield is 0.440. (5) The reactants are [OH2:1].[OH-].[Li+].Cl.[CH2:5]1[CH2:9][O:8][CH2:7][CH2:6]1. The catalyst is O.CO. The product is [CH3:9][C:5]1[CH2:6][CH2:7][C@H:6]([C:7]([OH:1])=[O:8])[CH2:5][CH:9]=1. The yield is 0.910. (6) The reactants are [CH:1]([O:4][C:5](=[CH:9][C:10](=[O:18])NC1C=CC=CC=1)[C:6]([OH:8])=[O:7])([CH3:3])[CH3:2]. The product is [CH:1]([O:4][C:5]1[C:6](=[O:8])[O:7][C:10](=[O:18])[CH:9]=1)([CH3:3])[CH3:2]. The yield is 0.940. The catalyst is CC(O)=O.CC(OC(C)=O)=O. (7) The reactants are [Br:1][C:2]1[CH:11]=[CH:10][C:5]([C:6](OC)=[O:7])=[CH:4][C:3]=1[CH3:12].[H-].[H-].[H-].[H-].[Li+].[Al+3]. The catalyst is C1COCC1. The product is [Br:1][C:2]1[CH:11]=[CH:10][C:5]([CH2:6][OH:7])=[CH:4][C:3]=1[CH3:12]. The yield is 0.960. (8) The yield is 0.870. The product is [C:2](=[O:3])([O:9][CH2:8][C:7]([F:13])([F:6])[CH:10]([F:12])[F:11])[O:4][CH3:5]. The catalyst is N1C=CC=CC=1. The reactants are Cl[C:2]([O:4][CH3:5])=[O:3].[F:6][C:7]([F:13])([CH:10]([F:12])[F:11])[CH2:8][OH:9].Cl. (9) The reactants are [NH:1]1[CH2:4][CH:3]([C:5]2[CH:6]=[CH:7][C:8]3[O:17][CH2:16][CH2:15][C:14]4[S:13][C:12]([C:18]5[N:19]([CH:23]([CH3:25])[CH3:24])[N:20]=[CH:21][N:22]=5)=[N:11][C:10]=4[C:9]=3[CH:26]=2)[CH2:2]1.[F:27][C:28]1[CH:35]=[C:34]([F:36])[CH:33]=[CH:32][C:29]=1[CH:30]=O.C(O[BH-](OC(=O)C)OC(=O)C)(=O)C.[Na+].C(=O)(O)[O-].[Na+]. The catalyst is C(Cl)(Cl)Cl. The product is [F:27][C:28]1[CH:35]=[C:34]([F:36])[CH:33]=[CH:32][C:29]=1[CH2:30][N:1]1[CH2:4][CH:3]([C:5]2[CH:6]=[CH:7][C:8]3[O:17][CH2:16][CH2:15][C:14]4[S:13][C:12]([C:18]5[N:19]([CH:23]([CH3:24])[CH3:25])[N:20]=[CH:21][N:22]=5)=[N:11][C:10]=4[C:9]=3[CH:26]=2)[CH2:2]1. The yield is 0.500. (10) The reactants are [CH2:1]([NH:8][CH2:9][C:10]1[CH:15]=[CH:14][C:13]([N+:16]([O-:18])=[O:17])=[C:12]([O:19][CH3:20])[CH:11]=1)[C:2]1[CH:7]=[CH:6][CH:5]=[CH:4][CH:3]=1.[CH3:21][C:22]([O:25][C:26](O[C:26]([O:25][C:22]([CH3:24])([CH3:23])[CH3:21])=[O:27])=[O:27])([CH3:24])[CH3:23].C(=O)(O)[O-].[Na+]. The catalyst is C(Cl)Cl. The product is [C:22]([O:25][C:26](=[O:27])[N:8]([CH2:1][C:2]1[CH:7]=[CH:6][CH:5]=[CH:4][CH:3]=1)[CH2:9][C:10]1[CH:15]=[CH:14][C:13]([N+:16]([O-:18])=[O:17])=[C:12]([O:19][CH3:20])[CH:11]=1)([CH3:24])([CH3:23])[CH3:21]. The yield is 0.950.